This data is from Forward reaction prediction with 1.9M reactions from USPTO patents (1976-2016). The task is: Predict the product of the given reaction. (1) Given the reactants [N+:1]([C:4]1[CH:9]=[CH:8][C:7]([P:10](Cl)(Cl)=[O:11])=[CH:6][CH:5]=1)([O-:3])=[O:2].[CH:14]([Mg]Br)=[CH2:15].O1CC[CH2:20][CH2:19]1, predict the reaction product. The product is: [CH:19]([P:10]([CH:14]=[CH2:15])([C:7]1[CH:8]=[CH:9][C:4]([N+:1]([O-:3])=[O:2])=[CH:5][CH:6]=1)=[O:11])=[CH2:20]. (2) The product is: [Br:13][C:14]1[CH:19]=[C:18]([S:20]([NH:1][C:2]2[CH:11]=[CH:10][C:5]([C:6]([O:8][CH3:9])=[O:7])=[C:4]([OH:12])[CH:3]=2)(=[O:22])=[O:21])[CH:17]=[N:16][C:15]=1[Cl:24]. Given the reactants [NH2:1][C:2]1[CH:3]=[C:4]([OH:12])[C:5](=[CH:10][CH:11]=1)[C:6]([O:8][CH3:9])=[O:7].[Br:13][C:14]1[C:15]([Cl:24])=[N:16][CH:17]=[C:18]([S:20](Cl)(=[O:22])=[O:21])[CH:19]=1, predict the reaction product. (3) The product is: [CH3:18][O:17][CH2:16][CH2:15][CH2:14][O:13][C:10]1[CH:11]=[CH:12][C:7]([B:32]([OH:37])[OH:33])=[C:8]([CH2:19][CH2:20][O:21][Si:22]([CH:29]([CH3:31])[CH3:30])([CH:26]([CH3:28])[CH3:27])[CH:23]([CH3:25])[CH3:24])[CH:9]=1. Given the reactants [Li]CCCC.Br[C:7]1[CH:12]=[CH:11][C:10]([O:13][CH2:14][CH2:15][CH2:16][O:17][CH3:18])=[CH:9][C:8]=1[CH2:19][CH2:20][O:21][Si:22]([CH:29]([CH3:31])[CH3:30])([CH:26]([CH3:28])[CH3:27])[CH:23]([CH3:25])[CH3:24].[B:32](OC(C)C)([O:37]C(C)C)[O:33]C(C)C, predict the reaction product. (4) The product is: [Cl:53][CH2:54][C:55]([O:1][CH2:2][C:3]([O:5][C@H:6]([CH2:35][N:36]([S:41]([C:44]1[CH:52]=[CH:51][C:47]2[O:48][CH2:49][O:50][C:46]=2[CH:45]=1)(=[O:43])=[O:42])[CH2:37][CH:38]([CH3:39])[CH3:40])[C@@H:7]([NH:23][C:24]([O:26][C@@H:27]1[C@H:34]2[C@H:30]([O:31][CH2:32][CH2:33]2)[O:29][CH2:28]1)=[O:25])[CH2:8][C:9]1[CH:10]=[CH:11][C:12]([O:15][CH2:16][C:17]2[N:18]=[C:19]([CH3:22])[S:20][CH:21]=2)=[CH:13][CH:14]=1)=[O:4])=[O:56]. Given the reactants [OH:1][CH2:2][C:3]([O:5][C@H:6]([CH2:35][N:36]([S:41]([C:44]1[CH:52]=[CH:51][C:47]2[O:48][CH2:49][O:50][C:46]=2[CH:45]=1)(=[O:43])=[O:42])[CH2:37][CH:38]([CH3:40])[CH3:39])[C@@H:7]([NH:23][C:24]([O:26][C@@H:27]1[C@H:34]2[C@H:30]([O:31][CH2:32][CH2:33]2)[O:29][CH2:28]1)=[O:25])[CH2:8][C:9]1[CH:14]=[CH:13][C:12]([O:15][CH2:16][C:17]2[N:18]=[C:19]([CH3:22])[S:20][CH:21]=2)=[CH:11][CH:10]=1)=[O:4].[Cl:53][CH2:54][C:55](Cl)=[O:56], predict the reaction product. (5) Given the reactants [CH:1]1[C:9]2[C:8]3[CH:10]=[CH:11][CH:12]=[CH:13][C:7]=3[O:6][C:5]=2[C:4](B(O)O)=[CH:3][CH:2]=1.Cl[C:18]1[CH:23]=[C:22]([Cl:24])[CH:21]=[CH:20][N:19]=1.C(=O)([O-])[O-].[K+].[K+].C(COC)OC, predict the reaction product. The product is: [Cl:24][C:22]1[CH:21]=[CH:20][N:19]=[C:18]([C:4]2[C:5]3[O:6][C:7]4[CH:13]=[CH:12][CH:11]=[CH:10][C:8]=4[C:9]=3[CH:1]=[CH:2][CH:3]=2)[CH:23]=1. (6) Given the reactants [NH3:1].C1COCC1.[CH3:7][N:8]1[C:12]2[CH:13]=[CH:14][C:15]([S:17](Cl)(=[O:19])=[O:18])=[CH:16][C:11]=2[O:10][C:9]1=[O:21], predict the reaction product. The product is: [CH3:7][N:8]1[C:12]2[CH:13]=[CH:14][C:15]([S:17]([NH2:1])(=[O:19])=[O:18])=[CH:16][C:11]=2[O:10][C:9]1=[O:21]. (7) Given the reactants [O:1]=[C:2]1[C:7]([CH2:8][C:9]2[CH:14]=[CH:13][C:12]([C:15]3[C:16]([C:21]#[N:22])=[CH:17][CH:18]=[CH:19][CH:20]=3)=[CH:11][CH:10]=2)=[C:6]([CH2:23][CH2:24][CH3:25])[N:5]2[N:26]=[CH:27][N:28]=[C:4]2[N:3]1[CH:29]1[CH2:34][CH2:33][C:32](=O)[CH2:31][CH2:30]1.[O:36]1[CH2:41][CH2:40][CH:39]([NH2:42])[CH2:38][CH2:37]1.C(O[BH-](OC(=O)C)OC(=O)C)(=O)C.[Na+].O, predict the reaction product. The product is: [O:1]=[C:2]1[C:7]([CH2:8][C:9]2[CH:10]=[CH:11][C:12]([C:15]3[C:16]([C:21]#[N:22])=[CH:17][CH:18]=[CH:19][CH:20]=3)=[CH:13][CH:14]=2)=[C:6]([CH2:23][CH2:24][CH3:25])[N:5]2[N:26]=[CH:27][N:28]=[C:4]2[N:3]1[C@H:29]1[CH2:34][CH2:33][C@H:32]([NH:42][CH:39]2[CH2:40][CH2:41][O:36][CH2:37][CH2:38]2)[CH2:31][CH2:30]1. (8) Given the reactants [CH3:1][O:2][C:3](=[O:22])[NH:4][C:5]1[S:6][C:7]2[C:13]([C:14]3[O:15][CH2:16][CH2:17][CH2:18][CH:19]=3)=[CH:12][CH:11]=[C:10]([O:20][CH3:21])[C:8]=2[N:9]=1, predict the reaction product. The product is: [CH3:1][O:2][C:3](=[O:22])[NH:4][C:5]1[S:6][C:7]2[C:13]([CH:14]3[CH2:19][CH2:18][CH2:17][CH2:16][O:15]3)=[CH:12][CH:11]=[C:10]([O:20][CH3:21])[C:8]=2[N:9]=1. (9) Given the reactants [C:1]([O:5][C:6]([N:8]1[CH2:19][CH2:18][C:11]2([C:15](=[O:16])[NH:14][C:13](=[O:17])[CH2:12]2)[CH2:10][CH2:9]1)=[O:7])([CH3:4])([CH3:3])[CH3:2].Br[CH2:21][CH2:22][O:23][CH:24]1[CH2:29][CH2:28][CH2:27][CH2:26][O:25]1.C(=O)([O-])[O-].[K+].[K+], predict the reaction product. The product is: [C:1]([O:5][C:6]([N:8]1[CH2:9][CH2:10][C:11]2([C:15](=[O:16])[N:14]([CH2:21][CH2:22][O:23][CH:24]3[CH2:29][CH2:28][CH2:27][CH2:26][O:25]3)[C:13](=[O:17])[CH2:12]2)[CH2:18][CH2:19]1)=[O:7])([CH3:4])([CH3:2])[CH3:3].